This data is from NCI-60 drug combinations with 297,098 pairs across 59 cell lines. The task is: Regression. Given two drug SMILES strings and cell line genomic features, predict the synergy score measuring deviation from expected non-interaction effect. Drug 1: CC1=C2C(C(=O)C3(C(CC4C(C3C(C(C2(C)C)(CC1OC(=O)C(C(C5=CC=CC=C5)NC(=O)C6=CC=CC=C6)O)O)OC(=O)C7=CC=CC=C7)(CO4)OC(=O)C)O)C)OC(=O)C. Drug 2: C(CCl)NC(=O)N(CCCl)N=O. Cell line: SK-MEL-5. Synergy scores: CSS=34.3, Synergy_ZIP=-3.94, Synergy_Bliss=-5.22, Synergy_Loewe=-14.0, Synergy_HSA=-4.03.